Dataset: Full USPTO retrosynthesis dataset with 1.9M reactions from patents (1976-2016). Task: Predict the reactants needed to synthesize the given product. (1) Given the product [Cl:18][C:19]1[C:20]([N:26]2[C:14](=[O:16])[C:5]3[C:4](=[CH:9][C:8]([C:10]([O:12][CH3:13])=[O:11])=[CH:7][CH:6]=3)[NH:1][C:2]2=[S:3])=[N:21][CH:22]=[C:23]([Cl:25])[CH:24]=1, predict the reactants needed to synthesize it. The reactants are: [N:1]([C:4]1[CH:9]=[C:8]([C:10]([O:12][CH3:13])=[O:11])[CH:7]=[CH:6][C:5]=1[C:14]([O:16]C)=O)=[C:2]=[S:3].[Cl:18][C:19]1[C:20]([NH2:26])=[N:21][CH:22]=[C:23]([Cl:25])[CH:24]=1. (2) Given the product [O:1]1[CH2:2][CH:3]=[C:4]([C:7]2[CH:8]=[CH:9][C:10]([NH2:13])=[N:11][CH:12]=2)[CH2:5][CH2:6]1, predict the reactants needed to synthesize it. The reactants are: [O:1]1[CH2:6][CH:5]=[C:4]([C:7]2[CH:8]=[CH:9][C:10]([N+:13]([O-])=O)=[N:11][CH:12]=2)[CH2:3][CH2:2]1.[H][H].